Task: Predict the reactants needed to synthesize the given product.. Dataset: Full USPTO retrosynthesis dataset with 1.9M reactions from patents (1976-2016) (1) Given the product [NH2:1][C:4]1[CH:5]=[CH:6][C:7]([C:8]([NH:10][CH2:11][C:12]([F:13])([F:14])[F:15])=[O:9])=[CH:16][CH:17]=1, predict the reactants needed to synthesize it. The reactants are: [N+:1]([C:4]1[CH:17]=[CH:16][C:7]([C:8]([NH:10][CH2:11][C:12]([F:15])([F:14])[F:13])=[O:9])=[CH:6][CH:5]=1)([O-])=O. (2) Given the product [CH2:26]([O:28][C:29](=[O:34])[C:30]([O:22][CH2:21][C:10]1[C:9]([CH3:23])=[C:8]([C:5]2[CH:4]=[CH:3][C:2]([Cl:1])=[CH:7][CH:6]=2)[N:12]([C:13]2[CH:18]=[CH:17][C:16]([Cl:19])=[CH:15][C:14]=2[Cl:20])[N:11]=1)([CH3:32])[CH3:31])[CH3:27], predict the reactants needed to synthesize it. The reactants are: [Cl:1][C:2]1[CH:7]=[CH:6][C:5]([C:8]2[N:12]([C:13]3[CH:18]=[CH:17][C:16]([Cl:19])=[CH:15][C:14]=3[Cl:20])[N:11]=[C:10]([CH2:21][OH:22])[C:9]=2[CH3:23])=[CH:4][CH:3]=1.[H-].[Na+].[CH2:26]([O:28][C:29](=[O:34])[C:30](Br)([CH3:32])[CH3:31])[CH3:27]. (3) Given the product [Br:30][C:6]1[N:7]([CH2:11][C:12]([NH:16][C:17](=[O:29])[C:18]2[CH:23]=[CH:22][C:21]([O:24][C:25]([F:26])([F:27])[F:28])=[CH:20][CH:19]=2)([C:14]#[N:15])[CH3:13])[N:8]=[C:9]2[C:5]=1[CH:4]=[CH:3][C:2]([Cl:1])=[CH:10]2, predict the reactants needed to synthesize it. The reactants are: [Cl:1][C:2]1[CH:3]=[CH:4][C:5]2[C:9]([CH:10]=1)=[N:8][N:7]([CH2:11][C:12]([NH:16][C:17](=[O:29])[C:18]1[CH:23]=[CH:22][C:21]([O:24][C:25]([F:28])([F:27])[F:26])=[CH:20][CH:19]=1)([C:14]#[N:15])[CH3:13])[CH:6]=2.[Br:30]N1C(=O)CCC1=O. (4) The reactants are: [NH:1]1[C:20]2[C:9]3[NH:10][C:11]4[C:16]([C:8]=3[CH2:7][CH2:6][CH2:5][C:4]=2[CH:3]=[N:2]1)=[CH:15][C:14]([C:17](O)=[O:18])=[CH:13][CH:12]=4.[NH:21]1[CH2:26][CH2:25][CH:24]([OH:27])[CH2:23][CH2:22]1.C(N(CC)CC)C.P(C#N)(OCC)(OCC)=O. Given the product [NH:1]1[C:20]2[C:9]3[NH:10][C:11]4[C:16]([C:8]=3[CH2:7][CH2:6][CH2:5][C:4]=2[CH:3]=[N:2]1)=[CH:15][C:14]([C:17]([N:21]1[CH2:26][CH2:25][CH:24]([OH:27])[CH2:23][CH2:22]1)=[O:18])=[CH:13][CH:12]=4, predict the reactants needed to synthesize it. (5) Given the product [Cl:1][C:2]1[N:3]=[N:4][C:5]([N:23]2[CH2:22][CH2:21][CH:20]([N:12]([CH3:11])[C:13](=[O:19])[O:14][C:15]([CH3:16])([CH3:17])[CH3:18])[CH2:25][CH2:24]2)=[C:6]([CH3:9])[C:7]=1[CH3:8], predict the reactants needed to synthesize it. The reactants are: [Cl:1][C:2]1[N:3]=[N:4][C:5](Cl)=[C:6]([CH3:9])[C:7]=1[CH3:8].[CH3:11][N:12]([CH:20]1[CH2:25][CH2:24][NH:23][CH2:22][CH2:21]1)[C:13](=[O:19])[O:14][C:15]([CH3:18])([CH3:17])[CH3:16].C([O-])([O-])=O.[K+].[K+]. (6) Given the product [Cl:28][C:25]([N:2]([CH3:1])[CH:3]1[CH2:4][CH2:5][N:6]([C:9]([O:11][C:12]([CH3:14])([CH3:13])[CH3:15])=[O:10])[CH2:7][CH2:8]1)=[O:26], predict the reactants needed to synthesize it. The reactants are: [CH3:1][NH:2][CH:3]1[CH2:8][CH2:7][N:6]([C:9]([O:11][C:12]([CH3:15])([CH3:14])[CH3:13])=[O:10])[CH2:5][CH2:4]1.C(N(CC)C(C)C)(C)C.[C:25]([Cl:28])(Cl)=[O:26]. (7) Given the product [CH3:1][C:2]1([CH3:11])[O:3][C@@H:4]2[CH2:5][O:6][C@@H:7]([OH:8])[C@@H:9]2[O:10]1, predict the reactants needed to synthesize it. The reactants are: [CH3:1][C:2]1([CH3:11])[O:10][C@@H:9]2[C@@H:4]([CH2:5][O:6][C:7]2=[O:8])[O:3]1.[H-].C([NH2+]CC(C)C)C(C)C.CO.